From a dataset of Forward reaction prediction with 1.9M reactions from USPTO patents (1976-2016). Predict the product of the given reaction. (1) Given the reactants C(N(CC)CC)C.[CH3:8][C@H:9]([CH2:12][CH2:13][OH:14])[CH2:10][OH:11].[CH3:15][S:16](Cl)(=[O:18])=[O:17].Cl, predict the reaction product. The product is: [CH3:15][S:16]([O:11][CH2:10][C@H:9]([CH3:8])[CH2:12][CH2:13][O:14][S:16]([CH3:15])(=[O:18])=[O:17])(=[O:18])=[O:17]. (2) Given the reactants C([O:5][C:6](=[O:35])[C:7]([S:10][C:11]1[S:12][CH:13]=[C:14]([CH2:16][CH2:17][O:18][C:19]2[CH:24]=[CH:23][C:22]([N:25]([C:27](=[O:34])[C:28]3[CH:33]=[CH:32][CH:31]=[CH:30][CH:29]=3)[CH3:26])=[CH:21][CH:20]=2)[N:15]=1)([CH3:9])[CH3:8])(C)(C)C.FC(F)(F)C(O)=O, predict the reaction product. The product is: [C:27]([N:25]([CH3:26])[C:22]1[CH:21]=[CH:20][C:19]([O:18][CH2:17][CH2:16][C:14]2[N:15]=[C:11]([S:10][C:7]([CH3:9])([CH3:8])[C:6]([OH:35])=[O:5])[S:12][CH:13]=2)=[CH:24][CH:23]=1)(=[O:34])[C:28]1[CH:29]=[CH:30][CH:31]=[CH:32][CH:33]=1. (3) The product is: [C:25]([C:22]1[CH:21]=[CH:20][C:19]([C:16]2[NH:15][C:14]([C@@H:4]3[CH:3]=[C:2]([CH3:1])[CH2:6][N:5]3[C:7]([O:9][C:10]([CH3:13])([CH3:12])[CH3:11])=[O:8])=[N:18][CH:17]=2)=[CH:24][CH:23]=1)#[CH:26]. Given the reactants [CH3:1][C:2]1[CH2:6][N:5]([C:7]([O:9][C:10]([CH3:13])([CH3:12])[CH3:11])=[O:8])[C@H:4]([C:14]2[NH:15][C:16]([C:19]3[CH:24]=[CH:23][C:22]([C:25]#[C:26][Si](C)(C)C)=[CH:21][CH:20]=3)=[CH:17][N:18]=2)[CH:3]=1.C([O-])([O-])=O.[K+].[K+], predict the reaction product. (4) Given the reactants [C:1]([N:4]1[C@@H:10]([CH3:11])[C@H:9]([NH:12]C(=O)OC(C)(C)C)[C:8](=[O:20])[N:7]([CH2:21][C:22]2[C:31]3[C:26](=[CH:27][CH:28]=[CH:29][CH:30]=3)[CH:25]=[CH:24][C:23]=2[O:32][CH3:33])[C:6]2[CH:34]=[CH:35][C:36]([C:38]#[N:39])=[CH:37][C:5]1=2)(=[O:3])[CH3:2].[ClH:40], predict the reaction product. The product is: [ClH:40].[C:1]([N:4]1[C@@H:10]([CH3:11])[C@H:9]([NH2:12])[C:8](=[O:20])[N:7]([CH2:21][C:22]2[C:31]3[C:26](=[CH:27][CH:28]=[CH:29][CH:30]=3)[CH:25]=[CH:24][C:23]=2[O:32][CH3:33])[C:6]2[CH:34]=[CH:35][C:36]([C:38]#[N:39])=[CH:37][C:5]1=2)(=[O:3])[CH3:2]. (5) Given the reactants [F:1][C:2]1[CH:7]=[CH:6][C:5]([N:8]2[C:12]([C:13]3[CH:14]=[CH:15][C:16]([O:20][CH3:21])=[C:17]([OH:19])[CH:18]=3)=[CH:11][CH:10]=[N:9]2)=[CH:4][CH:3]=1.[CH3:22]N(C)C=O.CI.C(OCC)(=O)C, predict the reaction product. The product is: [CH3:22][O:19][C:17]1[CH:18]=[C:13]([C:12]2[N:8]([C:5]3[CH:4]=[CH:3][C:2]([F:1])=[CH:7][CH:6]=3)[N:9]=[CH:10][CH:11]=2)[CH:14]=[CH:15][C:16]=1[O:20][CH3:21]. (6) Given the reactants [Al:1].[C:2]([OH:21])(=[O:20])[CH2:3][CH2:4][CH2:5][CH2:6][CH2:7][CH2:8][CH2:9][CH2:10][CH2:11][CH2:12][CH2:13][CH2:14][CH2:15][CH2:16][CH2:17][CH2:18][CH3:19].[OH2:22], predict the reaction product. The product is: [C:2]([O-:21])(=[O:20])[CH2:3][CH2:4][CH2:5][CH2:6][CH2:7][CH2:8][CH2:9][CH2:10][CH2:11][CH2:12][CH2:13][CH2:14][CH2:15][CH2:16][CH2:17][CH2:18][CH3:19].[O:22]=[Al+:1]. (7) Given the reactants [F:1][C:2]1[CH:10]=[C:9]2[C:5]([C:6]([C:18]3[CH:19]=[CH:20][C:21]4[S:25](=[O:27])(=[O:26])[N:24]([CH2:28][C:29]5[N:33]=[CH:32][N:31]([CH3:34])[N:30]=5)[CH:23]([CH2:35][OH:36])[C:22]=4[CH:37]=3)=[CH:7][N:8]2C(OC(C)(C)C)=O)=[CH:4][CH:3]=1.CN.CCO, predict the reaction product. The product is: [F:1][C:2]1[CH:10]=[C:9]2[C:5]([C:6]([C:18]3[CH:19]=[CH:20][C:21]4[S:25](=[O:27])(=[O:26])[N:24]([CH2:28][C:29]5[N:33]=[CH:32][N:31]([CH3:34])[N:30]=5)[CH:23]([CH2:35][OH:36])[C:22]=4[CH:37]=3)=[CH:7][NH:8]2)=[CH:4][CH:3]=1. (8) Given the reactants [CH3:1][C:2]1[C:10]2[C:9](=[O:11])[CH2:8][C:7]([CH3:13])([CH3:12])[CH2:6][C:5]=2[N:4]([C:14]2[CH:21]=[C:20]([NH:22][CH:23]3[CH2:28][CH2:27][CH:26]([OH:29])[CH2:25][CH2:24]3)[C:17]([C:18]#[N:19])=[C:16]([F:30])[CH:15]=2)[CH:3]=1.[OH-:31].[Na+].OO, predict the reaction product. The product is: [F:30][C:16]1[CH:15]=[C:14]([N:4]2[C:5]3[CH2:6][C:7]([CH3:13])([CH3:12])[CH2:8][C:9](=[O:11])[C:10]=3[C:2]([CH3:1])=[CH:3]2)[CH:21]=[C:20]([NH:22][C@H:23]2[CH2:24][CH2:25][C@H:26]([OH:29])[CH2:27][CH2:28]2)[C:17]=1[C:18]([NH2:19])=[O:31]. (9) Given the reactants [CH3:1][C:2]1([CH3:20])[O:7][C:6](=O)[NH:5][C:4]2[CH:9]=[CH:10][C:11]([C:13]3[S:17][CH:16]=[C:15]([C:18]#[N:19])[CH:14]=3)=[CH:12][C:3]1=2.COC1C=CC(P2(SP(C3C=CC(OC)=CC=3)(=S)S2)=[S:30])=CC=1, predict the reaction product. The product is: [CH3:1][C:2]1([CH3:20])[O:7][C:6](=[S:30])[NH:5][C:4]2[CH:9]=[CH:10][C:11]([C:13]3[S:17][CH:16]=[C:15]([C:18]#[N:19])[CH:14]=3)=[CH:12][C:3]1=2.